Dataset: Catalyst prediction with 721,799 reactions and 888 catalyst types from USPTO. Task: Predict which catalyst facilitates the given reaction. (1) Reactant: C(N(C(C)C)CC)(C)C.[Cl:10][C:11]1[CH:19]=[CH:18][C:14]([C:15](O)=[O:16])=[CH:13][C:12]=1[NH:20][C:21]([C:23]1[C:34](=[O:35])[NH:33][C:26]2[N:27]=[C:28]([O:31][CH3:32])[N:29]=[CH:30][C:25]=2[CH:24]=1)=[O:22].CN(C(ON1N=NC2C=CC=NC1=2)=[N+](C)C)C.F[P-](F)(F)(F)(F)F.[Cl:60][C:61]1[CH:62]=[C:63]([CH:67]=[CH:68][CH:69]=1)[CH2:64][NH:65][CH3:66]. Product: [Cl:10][C:11]1[CH:19]=[CH:18][C:14]([C:15](=[O:16])[N:65]([CH2:64][C:63]2[CH:67]=[CH:68][CH:69]=[C:61]([Cl:60])[CH:62]=2)[CH3:66])=[CH:13][C:12]=1[NH:20][C:21]([C:23]1[C:34](=[O:35])[NH:33][C:26]2[N:27]=[C:28]([O:31][CH3:32])[N:29]=[CH:30][C:25]=2[CH:24]=1)=[O:22]. The catalyst class is: 3. (2) Reactant: [CH3:1][O:2][C:3]1[CH:4]=[C:5]([CH:11]=[CH:12][C:13]=1[O:14][CH3:15])[CH:6]=[CH:7][N+:8]([O-:10])=[O:9].[C:16]1([CH:23]=CC(O)=[CH:19][CH:18]=1)O.C=CC=C. Product: [CH3:15][O:14][C:13]1[CH:12]=[CH:11][C:5]([C@@H:6]2[CH2:19][CH:18]=[CH:16][CH2:23][C@H:7]2[N+:8]([O-:10])=[O:9])=[CH:4][C:3]=1[O:2][CH3:1]. The catalyst class is: 11. (3) Reactant: [Si:1]([O:8][C:9]1[CH:14]=[CH:13][C:12]([CH2:15][SH:16])=[CH:11][CH:10]=1)([C:4]([CH3:7])([CH3:6])[CH3:5])([CH3:3])[CH3:2].C(N(CC)CC)C.[C:24]([O:28][C:29]([N:31]1[CH2:36][CH2:35][N:34]([C:37](Cl)=[O:38])[CH2:33][CH2:32]1)=[O:30])([CH3:27])([CH3:26])[CH3:25].O. Product: [C:24]([O:28][C:29]([N:31]1[CH2:32][CH2:33][N:34]([C:37](=[O:38])[S:16][CH2:15][C:12]2[CH:11]=[CH:10][C:9]([O:8][Si:1]([C:4]([CH3:7])([CH3:6])[CH3:5])([CH3:3])[CH3:2])=[CH:14][CH:13]=2)[CH2:35][CH2:36]1)=[O:30])([CH3:27])([CH3:25])[CH3:26]. The catalyst class is: 230. (4) Reactant: [Cl:1][C:2]1[CH:7]=[CH:6][C:5](B(O)O)=[CH:4][C:3]=1[C:11]([NH:13][CH2:14][C:15]12[CH2:24][CH:19]3[CH2:20][CH:21]([CH2:23][CH:17]([CH2:18]3)[CH2:16]1)[CH2:22]2)=[O:12].I[C:26]1[C:35]([CH3:36])=[CH:34][CH:33]=[CH:32][C:27]=1[C:28]([O:30][CH3:31])=[O:29].C(=O)([O-])[O-].[K+].[K+]. Product: [Cl:1][C:2]1[CH:7]=[CH:6][C:5]([C:26]2[C:27]([C:28]([O:30][CH3:31])=[O:29])=[CH:32][CH:33]=[CH:34][C:35]=2[CH3:36])=[CH:4][C:3]=1[C:11]([NH:13][CH2:14][C:15]12[CH2:24][CH:19]3[CH2:20][CH:21]([CH2:23][CH:17]([CH2:18]3)[CH2:16]1)[CH2:22]2)=[O:12]. The catalyst class is: 235.